From a dataset of Reaction yield outcomes from USPTO patents with 853,638 reactions. Predict the reaction yield, written as a fraction of the theoretical maximum amount of product (1.0 means a 100% yield; for example, 0.34 means a 34% yield). (1) The reactants are [Cl:1][C:2]1[N:7]=[N:6][C:5]([C:8](OC)=[O:9])=[C:4]([NH:12][C:13]2[CH:18]=[CH:17][CH:16]=[C:15]([CH:19]([CH3:21])[CH3:20])[N:14]=2)[CH:3]=1.[NH3:22]. The catalyst is CO. The product is [Cl:1][C:2]1[N:7]=[N:6][C:5]([C:8]([NH2:22])=[O:9])=[C:4]([NH:12][C:13]2[CH:18]=[CH:17][CH:16]=[C:15]([CH:19]([CH3:21])[CH3:20])[N:14]=2)[CH:3]=1. The yield is 1.00. (2) The reactants are [F:1][C:2]1[CH:7]=[CH:6][CH:5]=[CH:4][C:3]=1[C:8](=[O:11])[CH2:9]O.C(N(CC)CC)C.F.F.F.C(N(CC)CC)C.[F:29]C(F)(C(F)(F)F)C(F)(F)C(F)(F)S(F)(=O)=O.C(=O)([O-])O.[Na+]. The catalyst is ClCCl. The product is [F:29][CH2:9][C:8]([C:3]1[CH:4]=[CH:5][CH:6]=[CH:7][C:2]=1[F:1])=[O:11]. The yield is 0.610. (3) The reactants are [CH2:1]([NH:5][C:6]1[N:11]=[C:10]([NH:12][CH:13]2[CH2:18][CH2:17][CH:16]([OH:19])[CH2:15][CH2:14]2)[C:9]([C:20]2[N:25]=[CH:24][C:23]([CH:26]=[C:27]3[CH2:32][CH2:31][N:30](C(OC(C)(C)C)=O)[CH2:29][CH2:28]3)=[CH:22][CH:21]=2)=[CH:8][N:7]=1)[CH2:2][CH2:3][CH3:4]. The catalyst is CO. The product is [CH2:1]([NH:5][C:6]1[N:11]=[C:10]([NH:12][C@H:13]2[CH2:14][CH2:15][C@H:16]([OH:19])[CH2:17][CH2:18]2)[C:9]([C:20]2[CH:21]=[CH:22][C:23]([CH2:26][CH:27]3[CH2:32][CH2:31][NH:30][CH2:29][CH2:28]3)=[CH:24][N:25]=2)=[CH:8][N:7]=1)[CH2:2][CH2:3][CH3:4]. The yield is 0.370. (4) The reactants are [F:1][C:2]1[CH:7]=[CH:6][C:5]([NH:8][C:9](=[O:14])[C:10]([CH3:13])([CH3:12])[CH3:11])=[CH:4][C:3]=1[C:15]([C:17]1[CH:18]=[C:19]2[C:24](=[CH:25][CH:26]=1)[N:23]=[CH:22][C:21](O)=[N:20]2)=[O:16].O=S(Cl)[Cl:30]. No catalyst specified. The product is [Cl:30][C:21]1[CH:22]=[N:23][C:24]2[C:19]([N:20]=1)=[CH:18][C:17]([C:15]([C:3]1[CH:4]=[C:5]([NH:8][C:9](=[O:14])[C:10]([CH3:13])([CH3:12])[CH3:11])[CH:6]=[CH:7][C:2]=1[F:1])=[O:16])=[CH:26][CH:25]=2. The yield is 0.467. (5) The yield is 0.788. The catalyst is C1COCC1. The product is [CH3:23][O:24][C:25]1[CH:30]=[CH:29][C:28]([NH:31][C:32]([NH:1][C:2]2[CH:3]=[CH:4][C:5]([O:12][CH2:13][C:14]3[CH:15]=[CH:16][C:17]([CH:20]([CH3:21])[CH3:22])=[CH:18][CH:19]=3)=[C:6]([C:8](=[O:11])[CH2:9][CH3:10])[CH:7]=2)=[O:33])=[CH:27][CH:26]=1. The reactants are [NH2:1][C:2]1[CH:3]=[CH:4][C:5]([O:12][CH2:13][C:14]2[CH:19]=[CH:18][C:17]([CH:20]([CH3:22])[CH3:21])=[CH:16][CH:15]=2)=[C:6]([C:8](=[O:11])[CH2:9][CH3:10])[CH:7]=1.[CH3:23][O:24][C:25]1[CH:30]=[CH:29][C:28]([N:31]=[C:32]=[O:33])=[CH:27][CH:26]=1. (6) The reactants are [C:1]([CH2:3][CH2:4][C:5]1[CH:10]=[CH:9][C:8]([C:11]2[CH:16]=[CH:15][C:14](OS(C(F)(F)F)(=O)=O)=[C:13]([CH2:25][CH:26]([CH3:28])[CH3:27])[CH:12]=2)=[C:7]([CH2:29][CH:30]([CH3:32])[CH3:31])[CH:6]=1)#[N:2].CO[C:35]1[CH:40]=[CH:39][C:38](B2OC(C)(C)C(C)(C)O2)=[CH:37][C:36]=1[CH2:50][C:51]1[C:60]2[C:55](=[CH:56][CH:57]=[CH:58][CH:59]=2)[CH:54]=[CH:53][CH:52]=1.[C:61]([O-:64])([O-])=O.[Na+].[Na+].C(Cl)Cl. The catalyst is COCCOC.CCO.C1C=CC([P]([Pd]([P](C2C=CC=CC=2)(C2C=CC=CC=2)C2C=CC=CC=2)([P](C2C=CC=CC=2)(C2C=CC=CC=2)C2C=CC=CC=2)[P](C2C=CC=CC=2)(C2C=CC=CC=2)C2C=CC=CC=2)(C2C=CC=CC=2)C2C=CC=CC=2)=CC=1. The product is [CH2:25]([C:13]1[CH:12]=[C:11]([C:8]2[CH:9]=[CH:10][C:5]([CH2:4][CH2:3][C:1]#[N:2])=[CH:6][C:7]=2[CH2:29][CH:30]([CH3:32])[CH3:31])[CH:16]=[CH:15][C:14]=1[C:38]1[CH:39]=[CH:40][C:35]([O:64][CH3:61])=[C:36]([CH2:50][C:51]2[C:60]3[C:55](=[CH:56][CH:57]=[CH:58][CH:59]=3)[CH:54]=[CH:53][CH:52]=2)[CH:37]=1)[CH:26]([CH3:28])[CH3:27]. The yield is 0.799. (7) The reactants are C([NH:5][S:6]([C:9]1[CH:14]=[CH:13][C:12]([CH2:15][N:16]2[C:20]([CH:21]=[O:22])=[C:19]([Cl:23])[N:18]=[C:17]2[CH2:24][CH2:25][CH2:26][CH3:27])=[CH:11][CH:10]=1)(=[O:8])=[O:7])(C)(C)C.C(O)(C(F)(F)F)=O. The catalyst is C(Cl)Cl. The product is [CH2:24]([C:17]1[N:16]([CH2:15][C:12]2[CH:13]=[CH:14][C:9]([S:6]([NH2:5])(=[O:7])=[O:8])=[CH:10][CH:11]=2)[C:20]([CH:21]=[O:22])=[C:19]([Cl:23])[N:18]=1)[CH2:25][CH2:26][CH3:27]. The yield is 1.00. (8) The reactants are [NH:1]1[C:9]2[C:4](=[CH:5][C:6]([C:10]([OH:12])=O)=[CH:7][CH:8]=2)[CH:3]=[CH:2]1.CN.O.[N:16]1(O)[C:20]2C=CC=CC=2N=N1.Cl.CN(C)CCCN=C=NCC. The catalyst is CN(C)C=O. The product is [CH3:20][NH:16][C:10]([C:6]1[CH:5]=[C:4]2[C:9](=[CH:8][CH:7]=1)[NH:1][CH:2]=[CH:3]2)=[O:12]. The yield is 0.730. (9) The reactants are [S:1]1[CH2:5][CH:4]([C:6]([OH:8])=[O:7])[NH:3][CH2:2]1.[CH3:9][C:10]([O:13][C:14](O[C:14]([O:13][C:10]([CH3:12])([CH3:11])[CH3:9])=[O:15])=[O:15])([CH3:12])[CH3:11].O. The catalyst is CN(C=O)C. The product is [C:10]([O:13][C:14]([N:3]1[CH:4]([C:6]([OH:8])=[O:7])[CH2:5][S:1][CH2:2]1)=[O:15])([CH3:12])([CH3:11])[CH3:9]. The yield is 0.740.